Dataset: Forward reaction prediction with 1.9M reactions from USPTO patents (1976-2016). Task: Predict the product of the given reaction. Given the reactants [C:1]1([C@H:7]([NH:9][C:10]([N:12]2[C:15](=[O:16])[C@H:14]([S:17][C:18]3[CH:23]=[CH:22][CH:21]=[C:20]([N+:24]([O-])=O)[CH:19]=3)[C@H:13]2[C:27]([O:29][CH2:30][CH3:31])=[O:28])=[O:11])[CH3:8])[CH:6]=[CH:5][CH:4]=[CH:3][CH:2]=1.O.[Sn](Cl)(Cl)(Cl)Cl, predict the reaction product. The product is: [C:1]1([C@H:7]([NH:9][C:10]([N:12]2[C:15](=[O:16])[C@H:14]([S:17][C:18]3[CH:23]=[CH:22][CH:21]=[C:20]([NH2:24])[CH:19]=3)[C@H:13]2[C:27]([O:29][CH2:30][CH3:31])=[O:28])=[O:11])[CH3:8])[CH:2]=[CH:3][CH:4]=[CH:5][CH:6]=1.